Dataset: Forward reaction prediction with 1.9M reactions from USPTO patents (1976-2016). Task: Predict the product of the given reaction. (1) Given the reactants OS(O)(=O)=O.[H-].[H-].[H-].[H-].[Li+].[Al+3].[CH2:12]([N:19]1[CH2:24][CH2:23][C:22]([N:27]2[CH2:32][CH2:31][N:30]([C:33]3[CH:38]=[CH:37][N:36]=[CH:35][CH:34]=3)[CH2:29][CH2:28]2)([C:25]#[N:26])[CH2:21][CH2:20]1)[C:13]1[CH:18]=[CH:17][CH:16]=[CH:15][CH:14]=1, predict the reaction product. The product is: [CH2:12]([N:19]1[CH2:24][CH2:23][C:22]([CH2:25][NH2:26])([N:27]2[CH2:28][CH2:29][N:30]([C:33]3[CH:38]=[CH:37][N:36]=[CH:35][CH:34]=3)[CH2:31][CH2:32]2)[CH2:21][CH2:20]1)[C:13]1[CH:18]=[CH:17][CH:16]=[CH:15][CH:14]=1. (2) The product is: [I:1][C:2]1[CH:3]=[N:4][N:5]([CH2:10][CH2:9][OH:8])[CH:6]=1. Given the reactants [I:1][C:2]1[CH:3]=[N:4][NH:5][CH:6]=1.C1(=O)O[CH2:10][CH2:9][O:8]1, predict the reaction product.